This data is from Reaction yield outcomes from USPTO patents with 853,638 reactions. The task is: Predict the reaction yield, written as a fraction of the theoretical maximum amount of product (1.0 means a 100% yield; for example, 0.34 means a 34% yield). (1) The reactants are C[O:2][C:3]1[C:8]([C:9]2[CH:14]=[CH:13][C:12]([O:15][C:16]3[CH:21]=[CH:20][N:19]=[C:18]([C:22]4[CH:23]=[N:24][N:25]([CH3:27])[CH:26]=4)[CH:17]=3)=[C:11]([CH3:28])[N:10]=2)=[CH:7][N:6]=[C:5]([NH:29][C@H:30]([CH3:34])[CH2:31][O:32][CH3:33])[N:4]=1.Br.CC#N. The catalyst is CC(O)=O. The product is [CH3:33][O:32][CH2:31][C@H:30]([NH:29][C:5]1[NH:4][C:3](=[O:2])[C:8]([C:9]2[CH:14]=[CH:13][C:12]([O:15][C:16]3[CH:21]=[CH:20][N:19]=[C:18]([C:22]4[CH:23]=[N:24][N:25]([CH3:27])[CH:26]=4)[CH:17]=3)=[C:11]([CH3:28])[N:10]=2)=[CH:7][N:6]=1)[CH3:34]. The yield is 0.592. (2) The reactants are [C:1]([C:4]1[NH:5][C:6]2[C:11]([CH:12]=1)=[CH:10][C:9]([C:13]([O:15]C)=[O:14])=[CH:8][CH:7]=2)(=[O:3])[NH2:2].[OH-].[K+]. The catalyst is O1CCCC1.C(O)CO.O. The product is [C:1]([C:4]1[NH:5][C:6]2[C:11]([CH:12]=1)=[CH:10][C:9]([C:13]([OH:15])=[O:14])=[CH:8][CH:7]=2)(=[O:3])[NH2:2]. The yield is 0.820. (3) The reactants are CCOC(/N=N/C(OCC)=O)=O.[C:13]([O:17][C:18]([N:20]1[CH2:24][CH2:23][C@@H:22]([OH:25])[CH2:21]1)=[O:19])([CH3:16])([CH3:15])[CH3:14].[Cl:26][C:27]1[C:36]2[C:31](=[CH:32][CH:33]=[C:34](O)[C:35]=2[F:37])[N:30]=[CH:29][CH:28]=1.C1(P(C2C=CC=CC=2)C2C=CC=CC=2)C=CC=CC=1. The catalyst is C1COCC1.CCOC(C)=O. The product is [C:13]([O:17][C:18]([N:20]1[CH2:24][CH2:23][C@H:22]([O:25][C:34]2[C:35]([F:37])=[C:36]3[C:31](=[CH:32][CH:33]=2)[N:30]=[CH:29][CH:28]=[C:27]3[Cl:26])[CH2:21]1)=[O:19])([CH3:16])([CH3:14])[CH3:15]. The yield is 0.930. (4) The reactants are [OH:1][N:2]=[C:3](Cl)[C:4]1[CH:15]=[CH:14][C:7]2[B:8]([OH:13])[O:9][C:10]([CH3:12])([CH3:11])[C:6]=2[CH:5]=1.[Cl:17][C:18]1[CH:23]=[C:22]([C:24]([C:26]([F:32])([F:31])[C:27]([F:30])([F:29])[F:28])=[CH2:25])[CH:21]=[C:20]([Cl:33])[CH:19]=1. The catalyst is CN(C=O)C. The product is [Cl:17][C:18]1[CH:23]=[C:22]([C:24]2([C:26]([F:32])([F:31])[C:27]([F:28])([F:29])[F:30])[O:1][N:2]=[C:3]([C:4]3[CH:15]=[CH:14][C:7]4[B:8]([OH:13])[O:9][C:10]([CH3:12])([CH3:11])[C:6]=4[CH:5]=3)[CH2:25]2)[CH:21]=[C:20]([Cl:33])[CH:19]=1. The yield is 0.230. (5) The reactants are [Br:1][C:2]1[CH:7]=[CH:6][C:5]([C:8]#[C:9][CH2:10][C@H:11]([NH:16]C(OC(C)(C)C)=O)[C:12]([O:14][CH3:15])=[O:13])=[CH:4][CH:3]=1.C(Cl)(C)=O. The catalyst is CCOC(C)=O.CO. The product is [NH2:16][C@@H:11]([CH2:10][C:9]#[C:8][C:5]1[CH:4]=[CH:3][C:2]([Br:1])=[CH:7][CH:6]=1)[C:12]([O:14][CH3:15])=[O:13]. The yield is 0.950.